Dataset: Full USPTO retrosynthesis dataset with 1.9M reactions from patents (1976-2016). Task: Predict the reactants needed to synthesize the given product. Given the product [CH3:26][N:27]([CH3:28])[CH2:22][C:23]([N:9]1[C:10]2[C:6](=[CH:5][C:4]([N+:12]([O-:14])=[O:13])=[C:3]([O:2][CH3:1])[CH:11]=2)[CH2:7][CH2:8]1)=[O:24], predict the reactants needed to synthesize it. The reactants are: [CH3:1][O:2][C:3]1[CH:11]=[C:10]2[C:6]([CH2:7][CH2:8][NH:9]2)=[CH:5][C:4]=1[N+:12]([O-:14])=[O:13].C(=O)([O-])[O-].[K+].[K+].Br[CH2:22][C:23](Cl)=[O:24].[CH3:26][NH:27][CH3:28].